This data is from Catalyst prediction with 721,799 reactions and 888 catalyst types from USPTO. The task is: Predict which catalyst facilitates the given reaction. (1) Reactant: [CH:1]([O:4][C:5]([N:7]1[CH:12]([CH2:13][CH3:14])[CH2:11][CH:10]([N:15]([C:28]2[N:33]=[CH:32][C:31](Br)=[CH:30][N:29]=2)[CH2:16][C:17]2[CH:22]=[C:21]([C:23]([F:26])([F:25])[F:24])[CH:20]=[C:19]([Cl:27])[CH:18]=2)[CH2:9][CH:8]1[CH2:35][CH3:36])=[O:6])([CH3:3])[CH3:2].[O:37]1[CH2:41][CH2:40][NH:39][C:38]1=[O:42].[C@@H]1(N)CCCC[C@H]1N.C(=O)([O-])[O-].[K+].[K+].N. Product: [CH:1]([O:4][C:5]([N:7]1[CH:12]([CH2:13][CH3:14])[CH2:11][CH:10]([N:15]([CH2:16][C:17]2[CH:22]=[C:21]([C:23]([F:26])([F:25])[F:24])[CH:20]=[C:19]([Cl:27])[CH:18]=2)[C:28]2[N:33]=[CH:32][C:31]([N:39]3[CH2:40][CH2:41][O:37][C:38]3=[O:42])=[CH:30][N:29]=2)[CH2:9][CH:8]1[CH2:35][CH3:36])=[O:6])([CH3:3])[CH3:2]. The catalyst class is: 830. (2) Reactant: [C:1]([O:5][C:6]([N:8]([C@H:10]([CH2:14][C:15]1[CH:20]=[CH:19][CH:18]=[CH:17][C:16]=1[F:21])[C:11](O)=[O:12])[CH3:9])=[O:7])([CH3:4])([CH3:3])[CH3:2].CCCCC(F)(F)C(O)CC[C@@H]1[C@@H](CCCCCCC(O)=O)C(=O)C[C@H]1O.C1CC[CH:52]([NH:55]C2CCCCC2)CC1.O.ON1C2C=CC=CC=2N=N1.Cl.CN(C)CCCN=C=NCC.CN.C(N(C(C)C)CC)(C)C. Product: [C:1]([O:5][C:6](=[O:7])[N:8]([C@@H:10]([C:11](=[O:12])[NH:55][CH3:52])[CH2:14][C:15]1[CH:20]=[CH:19][CH:18]=[CH:17][C:16]=1[F:21])[CH3:9])([CH3:4])([CH3:3])[CH3:2]. The catalyst class is: 2. (3) Reactant: [F:1][C:2]1[C:7]([C@@H:8]2[C@@H:12]([C:13]3[CH:18]=[CH:17][CH:16]=[C:15]([F:19])[CH:14]=3)[O:11][C:10](=[O:20])[NH:9]2)=[CH:6][C:5]([C:21]#[C:22][Si](C)(C)C)=[CH:4][N:3]=1.C(=O)([O-])[O-].[K+].[K+]. Product: [C:21]([C:5]1[CH:6]=[C:7]([C@@H:8]2[C@@H:12]([C:13]3[CH:18]=[CH:17][CH:16]=[C:15]([F:19])[CH:14]=3)[O:11][C:10](=[O:20])[NH:9]2)[C:2]([F:1])=[N:3][CH:4]=1)#[CH:22]. The catalyst class is: 5. (4) Reactant: [C:1]([C:4]1[CH:9]=[CH:8][C:7]([C:10]2[CH:15]=[CH:14][C:13]([O:16][CH3:17])=[CH:12][CH:11]=2)=[C:6](N)[CH:5]=1)(=[O:3])[CH3:2].O1CCCC1.B(F)(F)[F:25].F.N([O-])=O.[Na+]. Product: [C:1]([C:4]1[CH:9]=[CH:8][C:7]([C:10]2[CH:15]=[CH:14][C:13]([O:16][CH3:17])=[CH:12][CH:11]=2)=[C:6]([F:25])[CH:5]=1)(=[O:3])[CH3:2]. The catalyst class is: 6.